This data is from Ames mutagenicity test results for genotoxicity prediction. The task is: Regression/Classification. Given a drug SMILES string, predict its toxicity properties. Task type varies by dataset: regression for continuous values (e.g., LD50, hERG inhibition percentage) or binary classification for toxic/non-toxic outcomes (e.g., AMES mutagenicity, cardiotoxicity, hepatotoxicity). Dataset: ames. (1) The drug is CC(C)(O)C#N. The result is 0 (non-mutagenic). (2) The compound is CC(Br)CBr. The result is 1 (mutagenic).